Task: Predict the product of the given reaction.. Dataset: Forward reaction prediction with 1.9M reactions from USPTO patents (1976-2016) Given the reactants Br[C:2]1[CH:3]=[C:4]2[C:8](=[CH:9][CH:10]=1)[NH:7][N:6]=[CH:5]2.[CH:11]([N:13]1[CH:17]=CN=N1)=C.[CH2:18]([N:20]([CH2:23]C)CC)C.[N:25]#N, predict the reaction product. The product is: [N:6]1([CH:5]=[CH:4][C:8]2[CH:9]=[C:10]3[CH:2]=[CH:3][NH:25][C:17]3=[N:13][CH:11]=2)[CH:23]=[N:20][CH:18]=[N:7]1.